This data is from Forward reaction prediction with 1.9M reactions from USPTO patents (1976-2016). The task is: Predict the product of the given reaction. The product is: [NH2:1][C:2]1[N:7]=[CH:6][C:5]([C:8]2[CH:9]=[CH:10][C:11]([C:14]3[N:15]([C:32]4[CH:33]=[CH:34][C:35]([Cl:38])=[CH:36][CH:37]=4)[C:16](=[O:31])[C:17]4[CH:22]=[N:21][N:20]([C:23]5[CH:30]=[CH:29][CH:28]=[C:25]([C:26]6[NH:41][N:40]=[N:39][N:27]=6)[CH:24]=5)[C:18]=4[N:19]=3)=[CH:12][CH:13]=2)=[CH:4][CH:3]=1. Given the reactants [NH2:1][C:2]1[N:7]=[CH:6][C:5]([C:8]2[CH:13]=[CH:12][C:11]([C:14]3[N:15]([C:32]4[CH:37]=[CH:36][C:35]([Cl:38])=[CH:34][CH:33]=4)[C:16](=[O:31])[C:17]4[CH:22]=[N:21][N:20]([C:23]5[CH:24]=[C:25]([CH:28]=[CH:29][CH:30]=5)[C:26]#[N:27])[C:18]=4[N:19]=3)=[CH:10][CH:9]=2)=[CH:4][CH:3]=1.[N-:39]=[N+:40]=[N-:41].[Na+].[Cl-].[NH4+], predict the reaction product.